Predict the product of the given reaction. From a dataset of Forward reaction prediction with 1.9M reactions from USPTO patents (1976-2016). (1) Given the reactants [NH2:1][C:2]1[N:7]=[C:6]([NH2:8])[C:5]([OH:9])=[C:4]([CH2:10][CH3:11])[N:3]=1.O.[OH-].[Li+].Br[CH2:16][CH2:17][CH2:18][O:19][C:20]1[CH:34]=[CH:33][CH:32]=[CH:31][C:21]=1[O:22][CH2:23][CH2:24][CH2:25][C:26]([O:28]CC)=[O:27], predict the reaction product. The product is: [NH2:1][C:2]1[N:7]=[C:6]([NH2:8])[C:5]([O:9][CH2:16][CH2:17][CH2:18][O:19][C:20]2[CH:34]=[CH:33][CH:32]=[CH:31][C:21]=2[O:22][CH2:23][CH2:24][CH2:25][C:26]([OH:28])=[O:27])=[C:4]([CH2:10][CH3:11])[N:3]=1. (2) Given the reactants Br[C:2]1[CH:11]=[CH:10][CH:9]=[C:8]2[C:3]=1[CH:4]=[C:5]([O:12][CH3:13])[CH:6]=[N:7]2.[C:14]([O:18]CC)(=[O:17])[CH:15]=[CH2:16], predict the reaction product. The product is: [CH3:13][O:12][C:5]1[CH:6]=[N:7][C:8]2[C:3]([CH:4]=1)=[C:2]([CH2:16][CH2:15][C:14]([OH:18])=[O:17])[CH:11]=[CH:10][CH:9]=2. (3) Given the reactants [F:1][C:2]1[C:3]([CH2:8][O:9][C:10]2[C:11]3[N:12]([C:17](C(O)=O)=[C:18]([CH3:20])[N:19]=3)[CH:13]=[C:14]([CH3:16])[CH:15]=2)=[N:4][CH:5]=[CH:6][CH:7]=1.Cl, predict the reaction product. The product is: [F:1][C:2]1[C:3]([CH2:8][O:9][C:10]2[C:11]3[N:12]([CH:17]=[C:18]([CH3:20])[N:19]=3)[CH:13]=[C:14]([CH3:16])[CH:15]=2)=[N:4][CH:5]=[CH:6][CH:7]=1.